From a dataset of Full USPTO retrosynthesis dataset with 1.9M reactions from patents (1976-2016). Predict the reactants needed to synthesize the given product. (1) Given the product [CH2:27]([O:26][C:24]([NH:1][CH:2]([CH2:3][CH2:4][C:5](=[O:7])[NH2:6])[C:8]([OH:10])=[O:9])=[O:25])[C:28]1[CH:33]=[CH:32][CH:31]=[CH:30][CH:29]=1, predict the reactants needed to synthesize it. The reactants are: [NH2:1][C@H:2]([C:8]([OH:10])=[O:9])[CH2:3][CH2:4][C:5](=[O:7])[NH2:6].C(=O)(O)[O-].[Na+].C1(C)C=CC=CC=1.Cl[C:24]([O:26][CH2:27][C:28]1[CH:33]=[CH:32][CH:31]=[CH:30][CH:29]=1)=[O:25]. (2) Given the product [CH:18]([N:15]1[CH2:14][CH2:13][N:12]([C:10]2[S:11][C:7]3[CH:6]=[C:5]([C:3]4[N:4]=[C:23]([CH3:24])[O:1][N:2]=4)[CH:22]=[CH:21][C:8]=3[N:9]=2)[CH2:17][CH2:16]1)([CH3:19])[CH3:20], predict the reactants needed to synthesize it. The reactants are: [OH:1][NH:2][C:3]([C:5]1[CH:22]=[CH:21][C:8]2[N:9]=[C:10]([N:12]3[CH2:17][CH2:16][N:15]([CH:18]([CH3:20])[CH3:19])[CH2:14][CH2:13]3)[S:11][C:7]=2[CH:6]=1)=[NH:4].[C:23](OC(=O)C)(=O)[CH3:24]. (3) Given the product [CH:38]1[N:37]2[C:11]3[C:10](=[O:13])[C:9]4[CH:8]=[CH:7][CH:6]=[CH:5][C:4]=4[C:3](=[O:14])[C:2]=3[N:25]=[C:36]2[CH:35]=[CH:40][CH:39]=1, predict the reactants needed to synthesize it. The reactants are: Cl[C:2]1[C:3](=[O:14])[C:4]2[C:9]([C:10](=[O:13])[C:11]=1Cl)=[CH:8][CH:7]=[CH:6][CH:5]=2.CN1CCN(CC([N:25]2[C:36]3[N:37]=[CH:38][CH:39]=[CH:40][C:35]=3NC(=O)C3C2=CC=CC=3)=O)CC1.Cl.Cl. (4) The reactants are: [Si]([O:8][CH2:9][CH2:10][O:11][C:12]1[N:17]=[CH:16][C:15]([N:18]2[C:22]([CH3:24])([CH3:23])[C:21](=[O:25])[N:20]([C:26]3[CH:33]=[CH:32][C:29]([C:30]#[N:31])=[C:28]([C:34]([F:37])([F:36])[F:35])[CH:27]=3)[C:19]2=[S:38])=[CH:14][CH:13]=1)(C(C)(C)C)(C)C.[F-].C([N+](CCCC)(CCCC)CCCC)CCC. Given the product [OH:8][CH2:9][CH2:10][O:11][C:12]1[N:17]=[CH:16][C:15]([N:18]2[C:22]([CH3:24])([CH3:23])[C:21](=[O:25])[N:20]([C:26]3[CH:33]=[CH:32][C:29]([C:30]#[N:31])=[C:28]([C:34]([F:36])([F:37])[F:35])[CH:27]=3)[C:19]2=[S:38])=[CH:14][CH:13]=1, predict the reactants needed to synthesize it. (5) Given the product [CH:9]1([NH:8][C:6]2[N:5]3[N:12]=[CH:13][C:14]([CH:15]=[O:16])=[C:4]3[N:3]=[C:2]([NH:1][C:20]([CH:17]3[CH2:19][CH2:18]3)=[O:21])[CH:7]=2)[CH2:11][CH2:10]1, predict the reactants needed to synthesize it. The reactants are: [NH2:1][C:2]1[CH:7]=[C:6]([NH:8][CH:9]2[CH2:11][CH2:10]2)[N:5]2[N:12]=[CH:13][C:14]([CH:15]=[O:16])=[C:4]2[N:3]=1.[CH:17]1([C:20](Cl)=[O:21])[CH2:19][CH2:18]1.CCN(C(C)C)C(C)C. (6) The reactants are: [OH:1][C:2]1[CH:7]=[C:6]([CH3:8])O[C:4](=[O:9])[CH:3]=1.[CH2:10]([NH2:13])[CH:11]=[CH2:12]. Given the product [CH2:10]([N:13]1[C:6]([CH3:8])=[CH:7][C:2]([OH:1])=[CH:3][C:4]1=[O:9])[CH:11]=[CH2:12], predict the reactants needed to synthesize it.